From a dataset of Peptide-MHC class II binding affinity with 134,281 pairs from IEDB. Regression. Given a peptide amino acid sequence and an MHC pseudo amino acid sequence, predict their binding affinity value. This is MHC class II binding data. (1) The peptide sequence is NCPNLSPREEPDDID. The MHC is DRB4_0103 with pseudo-sequence DRB4_0103. The binding affinity (normalized) is 0.164. (2) The peptide sequence is PPFSRVVHLYRNGKD. The MHC is HLA-DQA10401-DQB10402 with pseudo-sequence HLA-DQA10401-DQB10402. The binding affinity (normalized) is 0.251. (3) The binding affinity (normalized) is 0.200. The MHC is HLA-DQA10401-DQB10402 with pseudo-sequence HLA-DQA10401-DQB10402. The peptide sequence is AAATAGTTVPGAFAA. (4) The peptide sequence is LVPEDPEDSALL. The MHC is DRB1_1101 with pseudo-sequence DRB1_1101. The binding affinity (normalized) is 0. (5) The peptide sequence is QPNLKALREKVLGLP. The MHC is DRB5_0101 with pseudo-sequence DRB5_0101. The binding affinity (normalized) is 0.273. (6) The peptide sequence is KTLNDETKKQVNLMG. The MHC is DRB1_0101 with pseudo-sequence DRB1_0101. The binding affinity (normalized) is 0.0828. (7) The peptide sequence is NIRYLVMAIVSDFSS. The MHC is DRB1_1302 with pseudo-sequence DRB1_1302. The binding affinity (normalized) is 0.347.